From a dataset of Drug half-life prediction data from Obach et al.. Regression/Classification. Given a drug SMILES string, predict its absorption, distribution, metabolism, or excretion properties. Task type varies by dataset: regression for continuous measurements (e.g., permeability, clearance, half-life) or binary classification for categorical outcomes (e.g., BBB penetration, CYP inhibition). For this dataset (half_life_obach), we predict log10(half-life) (log10 of half-life in hours). (1) The log10(half-life) is 2.90. The compound is CN[C@@H]1C[C@H]2O[C@@](C)([C@@H]1OC)n1c3ccccc3c3c4c(c5c6ccccc6n2c5c31)C(=O)N[C@@H]4O. (2) The molecule is Cc1nc2n(c(=O)c1CCN1CCC(c3noc4cc(F)ccc34)CC1)CCCC2. The log10(half-life) is 0.510. (3) The log10(half-life) is 0.320. The drug is C[C@H](O)C(=O)Nc1c(I)c(C(=O)NC(CO)CO)c(I)c(C(=O)NC(CO)CO)c1I.